Dataset: NCI-60 drug combinations with 297,098 pairs across 59 cell lines. Task: Regression. Given two drug SMILES strings and cell line genomic features, predict the synergy score measuring deviation from expected non-interaction effect. Drug 1: C1=CC=C(C(=C1)C(C2=CC=C(C=C2)Cl)C(Cl)Cl)Cl. Drug 2: C(CC(=O)O)C(=O)CN.Cl. Cell line: SF-539. Synergy scores: CSS=14.5, Synergy_ZIP=0.862, Synergy_Bliss=-1.92, Synergy_Loewe=0.446, Synergy_HSA=1.10.